The task is: Predict which catalyst facilitates the given reaction.. This data is from Catalyst prediction with 721,799 reactions and 888 catalyst types from USPTO. (1) Reactant: [Br:1][C:2]1[CH:3]=[CH:4][C:5]([OH:11])=[C:6]([C:8](=[O:10])[CH3:9])[CH:7]=1.[OH-].[Na+].Br[CH2:15][C:16]([O:18][CH2:19][CH3:20])=[O:17]. Product: [C:8]([C:6]1[CH:7]=[C:2]([Br:1])[CH:3]=[CH:4][C:5]=1[O:11][CH2:15][C:16]([O:18][CH2:19][CH3:20])=[O:17])(=[O:10])[CH3:9]. The catalyst class is: 9. (2) Reactant: C([O:8][P:9]([O:19][CH2:20][CH2:21][O:22][CH2:23][CH2:24][O:25][CH2:26][C:27]([CH3:87])([CH3:86])[C:28]([O:30][C:31]1[C:35]([O:36][C:37](=[O:67])[C:38]([CH3:66])([CH3:65])[CH2:39][O:40][CH2:41][CH2:42][O:43][CH2:44][CH2:45][O:46][P:47]([O:57]CC2C=CC=CC=2)([O:49]CC2C=CC=CC=2)=[O:48])=[C:34]([C:68](=[O:72])[N:69]([CH3:71])[CH3:70])[N:33]([C:73]2[CH:78]=[CH:77][C:76]([O:79][CH3:80])=[CH:75][CH:74]=2)[C:32]=1[C:81](=[O:85])[N:82]([CH3:84])[CH3:83])=[O:29])([O:11]CC1C=CC=CC=1)=[O:10])C1C=CC=CC=1. Product: [CH3:86][C:27]([CH3:87])([CH2:26][O:25][CH2:24][CH2:23][O:22][CH2:21][CH2:20][O:19][P:9]([OH:10])([OH:11])=[O:8])[C:28]([O:30][C:31]1[C:35]([O:36][C:37](=[O:67])[C:38]([CH3:65])([CH3:66])[CH2:39][O:40][CH2:41][CH2:42][O:43][CH2:44][CH2:45][O:46][P:47]([OH:49])([OH:57])=[O:48])=[C:34]([C:68](=[O:72])[N:69]([CH3:71])[CH3:70])[N:33]([C:73]2[CH:74]=[CH:75][C:76]([O:79][CH3:80])=[CH:77][CH:78]=2)[C:32]=1[C:81](=[O:85])[N:82]([CH3:83])[CH3:84])=[O:29]. The catalyst class is: 19.